The task is: Predict the product of the given reaction.. This data is from Forward reaction prediction with 1.9M reactions from USPTO patents (1976-2016). Given the reactants Br[C:2]1[CH:3]=[C:4]([C:8]2[CH:13]=[CH:12][CH:11]=[CH:10][CH:9]=2)[CH:5]=[CH:6][CH:7]=1.[I-:14].[Na+].CNC1CCCCC1NC, predict the reaction product. The product is: [I:14][C:2]1[CH:3]=[C:4]([C:8]2[CH:13]=[CH:12][CH:11]=[CH:10][CH:9]=2)[CH:5]=[CH:6][CH:7]=1.